From a dataset of Full USPTO retrosynthesis dataset with 1.9M reactions from patents (1976-2016). Predict the reactants needed to synthesize the given product. (1) Given the product [CH3:12][O:13][CH:14]([O:18][CH3:19])[CH2:11][C:5]1[CH:6]=[CH:7][CH:8]=[C:9]([CH3:10])[C:4]=1[N+:1]([O-:3])=[O:2], predict the reactants needed to synthesize it. The reactants are: [N+:1]([C:4]1[C:9]([CH3:10])=[CH:8][CH:7]=[CH:6][C:5]=1[CH3:11])([O-:3])=[O:2].[CH3:12][O:13][CH:14]([O:18][CH3:19])N(C)C.CN(C)C=O.C[Si](Cl)(C)C. (2) Given the product [I:39][CH2:13][CH2:12][N:10]1[CH:11]=[C:7]([C:1]2[CH:6]=[CH:5][CH:4]=[CH:3][CH:2]=2)[N:8]=[CH:9]1, predict the reactants needed to synthesize it. The reactants are: [C:1]1([C:7]2[N:8]=[CH:9][N:10]([CH2:12][CH2:13]O)[CH:11]=2)[CH:6]=[CH:5][CH:4]=[CH:3][CH:2]=1.C1C=CC(P(C2C=CC=CC=2)C2C=CC=CC=2)=CC=1.N1C=CN=C1.[I:39]I. (3) Given the product [CH2:15]([O:17][C:18]([C:19]1[C:20]([CH2:21][CH2:22][CH3:23])=[N:1][C:2]2[C:3]([C:12]=1[CH3:13])=[CH:4][CH:5]=[C:6]([C:8]([F:11])([F:10])[F:9])[CH:7]=2)=[O:25])[CH3:16], predict the reactants needed to synthesize it. The reactants are: [NH2:1][C:2]1[CH:7]=[C:6]([C:8]([F:11])([F:10])[F:9])[CH:5]=[CH:4][C:3]=1[C:12](=O)[CH3:13].[CH2:15]([O:17][C:18](=[O:25])[CH2:19][C:20](=O)[CH2:21][CH2:22][CH3:23])[CH3:16].O.O.[Sn](Cl)Cl.C(Cl)Cl.CCCCCC. (4) Given the product [C:1]([O:9][C@@H:10]1[CH2:18][C@@H:13]2[O:14][C:15](=[O:17])[CH2:16][C@@H:12]2[C@H:11]1/[CH:19]=[CH:20]/[C@@H:21]([O:28][Si:34]([C:47]([CH3:50])([CH3:49])[CH3:48])([C:41]1[CH:42]=[CH:43][CH:44]=[CH:45][CH:46]=1)[C:35]1[CH:40]=[CH:39][CH:38]=[CH:37][CH:36]=1)[CH:22]([CH3:27])[CH2:23][CH2:24][CH2:25][CH3:26])(=[O:8])[C:2]1[CH:3]=[CH:4][CH:5]=[CH:6][CH:7]=1, predict the reactants needed to synthesize it. The reactants are: [C:1]([O:9][C@@H:10]1[CH2:18][C@@H:13]2[O:14][C:15](=[O:17])[CH2:16][C@@H:12]2[C@H:11]1/[CH:19]=[CH:20]/[C@@H:21]([OH:28])[CH:22]([CH3:27])[CH2:23][CH2:24][CH2:25][CH3:26])(=[O:8])[C:2]1[CH:7]=[CH:6][CH:5]=[CH:4][CH:3]=1.N1C=CN=C1.[Si:34](Cl)([C:47]([CH3:50])([CH3:49])[CH3:48])([C:41]1[CH:46]=[CH:45][CH:44]=[CH:43][CH:42]=1)[C:35]1[CH:40]=[CH:39][CH:38]=[CH:37][CH:36]=1. (5) Given the product [Cl:1][C:2]1[CH:7]=[CH:6][CH:5]=[CH:4][C:3]=1[C:8]1[CH:17]=[C:16]([CH:18]=[C:48]2[CH2:49][CH2:50][N:45]([C:43]([O:42][C:38]([CH3:41])([CH3:40])[CH3:39])=[O:44])[CH2:46][CH2:47]2)[CH:15]=[C:14]2[C:9]=1[CH2:10][NH:11][C:12](=[O:35])[N:13]2[C:27]1[C:32]([Cl:33])=[CH:31][CH:30]=[CH:29][C:28]=1[Cl:34], predict the reactants needed to synthesize it. The reactants are: [Cl:1][C:2]1[CH:7]=[CH:6][CH:5]=[CH:4][C:3]=1[C:8]1[CH:17]=[C:16]([CH2:18]P(=O)(OCC)OCC)[CH:15]=[C:14]2[C:9]=1[CH2:10][NH:11][C:12](=[O:35])[N:13]2[C:27]1[C:32]([Cl:33])=[CH:31][CH:30]=[CH:29][C:28]=1[Cl:34].[H-].[Na+].[C:38]([O:42][C:43]([N:45]1[CH2:50][CH2:49][C:48](=O)[CH2:47][CH2:46]1)=[O:44])([CH3:41])([CH3:40])[CH3:39]. (6) Given the product [CH:13]([C:2]1[CH:12]=[CH:11][C:5]2[CH2:6][S:7](=[O:10])(=[O:9])[CH2:8][C:4]=2[CH:3]=1)=[CH2:14], predict the reactants needed to synthesize it. The reactants are: Br[C:2]1[CH:12]=[CH:11][C:5]2[CH2:6][S:7](=[O:10])(=[O:9])[CH2:8][C:4]=2[CH:3]=1.[CH:13]1C=CC(P(C2C=CC=CC=2)C2C=CC=CC=2)=C[CH:14]=1.C([Si](C)(C)C)=C.